This data is from Full USPTO retrosynthesis dataset with 1.9M reactions from patents (1976-2016). The task is: Predict the reactants needed to synthesize the given product. Given the product [CH3:1][O:2][C:3]([CH:5]1[C:6]2[C:7](=[CH:11][C:12]([OH:15])=[CH:13][CH:14]=2)[CH2:8][CH2:9][N:10]1[CH2:17][C:19]1[CH:20]=[CH:21][C:22]([C@@H:25]([NH:27][C:28](=[O:30])[CH3:29])[CH3:26])=[CH:23][CH:24]=1)=[O:4], predict the reactants needed to synthesize it. The reactants are: [CH3:1][O:2][C:3]([CH:5]1[NH:10][CH2:9][CH2:8][C:7]2[CH:11]=[C:12]([OH:15])[CH:13]=[CH:14][C:6]1=2)=[O:4].Cl.[CH:17]([C:19]1[CH:24]=[CH:23][C:22]([C@@H:25]([NH:27][C:28](=[O:30])[CH3:29])[CH3:26])=[CH:21][CH:20]=1)=O.CC(O)=O.C(O[BH-](OC(=O)C)OC(=O)C)(=O)C.[Na+].